From a dataset of Forward reaction prediction with 1.9M reactions from USPTO patents (1976-2016). Predict the product of the given reaction. Given the reactants [OH:1]S(O)(=O)=O.[O-]O.[C:8]1([CH:14]([CH3:16])[CH3:15])[CH:13]=[CH:12][CH:11]=[CH:10][CH:9]=1.C1([OH:23])C=CC=CC=1.[C:24]1([CH:30]([CH3:32])[CH3:31])[CH:29]=[CH:28][CH:27]=[CH:26][CH:25]=1, predict the reaction product. The product is: [C:8]1([CH:14]([CH3:16])[CH3:15])[CH:13]=[CH:12][CH:11]=[CH:10][CH:9]=1.[CH3:31][C:30]([CH3:32])([C:24]1[CH:29]=[CH:28][CH:27]=[CH:26][CH:25]=1)[OH:23].[C:14]([C:8]1[CH:13]=[CH:12][CH:11]=[CH:10][CH:9]=1)(=[O:1])[CH3:16].